The task is: Predict the reactants needed to synthesize the given product.. This data is from Full USPTO retrosynthesis dataset with 1.9M reactions from patents (1976-2016). (1) Given the product [Cl:11][C:12]1[CH:13]=[C:14]([C:15]([N:4]2[C:5]3[CH:10]=[CH:9][CH:8]=[CH:7][C:6]=3[O:1][CH2:2][CH2:3]2)=[O:16])[CH:18]=[C:19]([Cl:22])[C:20]=1[OH:21], predict the reactants needed to synthesize it. The reactants are: [O:1]1[C:6]2[CH:7]=[CH:8][CH:9]=[CH:10][C:5]=2[NH:4][CH2:3][CH2:2]1.[Cl:11][C:12]1[CH:13]=[C:14]([CH:18]=[C:19]([Cl:22])[C:20]=1[OH:21])[C:15](Cl)=[O:16]. (2) Given the product [NH:25]1[C:29]2=[N:30][CH:31]=[CH:32][CH:33]=[C:28]2[C:27](/[CH:34]=[C:3]2\[O:4][C:5]3[C:10]([CH2:11][N:12]4[CH2:13][CH2:14][N:15]([C:18]([O:20][C:21]([CH3:24])([CH3:23])[CH3:22])=[O:19])[CH2:16][CH2:17]4)=[CH:9][CH:8]=[CH:7][C:6]=3[C:2]\2=[O:1])=[N:26]1, predict the reactants needed to synthesize it. The reactants are: [O:1]=[C:2]1[C:6]2[CH:7]=[CH:8][CH:9]=[C:10]([CH2:11][N:12]3[CH2:17][CH2:16][N:15]([C:18]([O:20][C:21]([CH3:24])([CH3:23])[CH3:22])=[O:19])[CH2:14][CH2:13]3)[C:5]=2[O:4][CH2:3]1.[NH:25]1[C:29]2=[N:30][CH:31]=[CH:32][CH:33]=[C:28]2[C:27]([CH:34]=O)=[N:26]1.